From a dataset of NCI-60 drug combinations with 297,098 pairs across 59 cell lines. Regression. Given two drug SMILES strings and cell line genomic features, predict the synergy score measuring deviation from expected non-interaction effect. (1) Drug 1: CN(C)C1=NC(=NC(=N1)N(C)C)N(C)C. Drug 2: C1=NNC2=C1C(=O)NC=N2. Cell line: M14. Synergy scores: CSS=0.533, Synergy_ZIP=1.54, Synergy_Bliss=4.07, Synergy_Loewe=0.0172, Synergy_HSA=0.628. (2) Drug 1: CC1OCC2C(O1)C(C(C(O2)OC3C4COC(=O)C4C(C5=CC6=C(C=C35)OCO6)C7=CC(=C(C(=C7)OC)O)OC)O)O. Drug 2: CC=C1C(=O)NC(C(=O)OC2CC(=O)NC(C(=O)NC(CSSCCC=C2)C(=O)N1)C(C)C)C(C)C. Cell line: UO-31. Synergy scores: CSS=19.0, Synergy_ZIP=-1.76, Synergy_Bliss=3.16, Synergy_Loewe=4.77, Synergy_HSA=4.51. (3) Drug 1: CC1=C(C=C(C=C1)C(=O)NC2=CC(=CC(=C2)C(F)(F)F)N3C=C(N=C3)C)NC4=NC=CC(=N4)C5=CN=CC=C5. Drug 2: C1=NC(=NC(=O)N1C2C(C(C(O2)CO)O)O)N. Cell line: SN12C. Synergy scores: CSS=-5.77, Synergy_ZIP=-0.315, Synergy_Bliss=-2.80, Synergy_Loewe=-10.2, Synergy_HSA=-9.78. (4) Drug 2: CC1CCC2CC(C(=CC=CC=CC(CC(C(=O)C(C(C(=CC(C(=O)CC(OC(=O)C3CCCCN3C(=O)C(=O)C1(O2)O)C(C)CC4CCC(C(C4)OC)O)C)C)O)OC)C)C)C)OC. Synergy scores: CSS=-2.64, Synergy_ZIP=2.03, Synergy_Bliss=0.884, Synergy_Loewe=-0.918, Synergy_HSA=-1.42. Cell line: UACC-257. Drug 1: C1=NC2=C(N=C(N=C2N1C3C(C(C(O3)CO)O)F)Cl)N. (5) Drug 1: C1=CC(=CC=C1CC(C(=O)O)N)N(CCCl)CCCl.Cl. Drug 2: CCC1(CC2CC(C3=C(CCN(C2)C1)C4=CC=CC=C4N3)(C5=C(C=C6C(=C5)C78CCN9C7C(C=CC9)(C(C(C8N6C)(C(=O)OC)O)OC(=O)C)CC)OC)C(=O)OC)O.OS(=O)(=O)O. Cell line: 786-0. Synergy scores: CSS=5.93, Synergy_ZIP=-11.6, Synergy_Bliss=-11.0, Synergy_Loewe=-24.4, Synergy_HSA=-10.7. (6) Drug 1: C1CN1C2=NC(=NC(=N2)N3CC3)N4CC4. Drug 2: C1CC(=O)NC(=O)C1N2C(=O)C3=CC=CC=C3C2=O. Cell line: HT29. Synergy scores: CSS=16.0, Synergy_ZIP=-3.71, Synergy_Bliss=-2.05, Synergy_Loewe=-25.4, Synergy_HSA=-3.33. (7) Drug 1: C1=NC2=C(N=C(N=C2N1C3C(C(C(O3)CO)O)O)F)N. Drug 2: CCC1(CC2CC(C3=C(CCN(C2)C1)C4=CC=CC=C4N3)(C5=C(C=C6C(=C5)C78CCN9C7C(C=CC9)(C(C(C8N6C)(C(=O)OC)O)OC(=O)C)CC)OC)C(=O)OC)O.OS(=O)(=O)O. Cell line: RPMI-8226. Synergy scores: CSS=-5.30, Synergy_ZIP=1.98, Synergy_Bliss=2.85, Synergy_Loewe=-6.42, Synergy_HSA=-1.94. (8) Cell line: OVCAR-5. Drug 2: CC=C1C(=O)NC(C(=O)OC2CC(=O)NC(C(=O)NC(CSSCCC=C2)C(=O)N1)C(C)C)C(C)C. Synergy scores: CSS=63.6, Synergy_ZIP=-1.51, Synergy_Bliss=-4.62, Synergy_Loewe=-5.16, Synergy_HSA=-2.40. Drug 1: CC1=C2C(C(=O)C3(C(CC4C(C3C(C(C2(C)C)(CC1OC(=O)C(C(C5=CC=CC=C5)NC(=O)OC(C)(C)C)O)O)OC(=O)C6=CC=CC=C6)(CO4)OC(=O)C)OC)C)OC.